Dataset: Full USPTO retrosynthesis dataset with 1.9M reactions from patents (1976-2016). Task: Predict the reactants needed to synthesize the given product. (1) Given the product [I:1][C:2]1[CH:7]=[C:6]([N+:8]([O-:10])=[O:9])[CH:5]=[C:4]([S:15][CH3:14])[CH:3]=1, predict the reactants needed to synthesize it. The reactants are: [I:1][C:2]1[CH:7]=[C:6]([N+:8]([O-:10])=[O:9])[CH:5]=[C:4]([N+]([O-])=O)[CH:3]=1.[CH3:14][S:15](C)=O.C[Si](C)(C)SC.C(=O)([O-])[O-].[Cs+].[Cs+]. (2) The reactants are: [OH:1][CH2:2][CH2:3][O:4][C:5]1[CH:6]=[C:7]([CH:10]=[CH:11][CH:12]=1)C#N.C(=O)([O-])[O-].[NH4+].[NH4+].C([N:21]([CH2:24]C)CC)C.[C:26]([O:30][C:31]([O:33]C(OC(C)(C)C)=O)=O)([CH3:29])([CH3:28])[CH3:27].C[N:42](C)CCN. Given the product [C:26]([O:30][C:31](=[O:33])[N:42]([C:7]1[CH:10]=[CH:11][CH:12]=[C:5]([O:4][CH2:3][CH2:2][OH:1])[CH:6]=1)[CH:24]=[NH:21])([CH3:29])([CH3:28])[CH3:27], predict the reactants needed to synthesize it. (3) Given the product [OH:34][C:30]1[CH:29]=[C:28]([C:27]#[C:26][CH2:25][NH:24][C:20]2[N:19]=[C:18]([CH3:35])[C:17]([C:15]([NH:14][C@@H:4]([CH2:5][NH:6][C:7]([C:9]3[S:10][CH:11]=[CH:12][CH:13]=3)=[O:8])[C:3]([OH:36])=[O:2])=[O:16])=[C:22]([CH3:23])[N:21]=2)[CH:33]=[CH:32][CH:31]=1, predict the reactants needed to synthesize it. The reactants are: C[O:2][C:3](=[O:36])[C@@H:4]([NH:14][C:15]([C:17]1[C:18]([CH3:35])=[N:19][C:20]([NH:24][CH2:25][C:26]#[C:27][C:28]2[CH:33]=[CH:32][CH:31]=[C:30]([OH:34])[CH:29]=2)=[N:21][C:22]=1[CH3:23])=[O:16])[CH2:5][NH:6][C:7]([C:9]1[S:10][CH:11]=[CH:12][CH:13]=1)=[O:8].O.[OH-].[Li+]. (4) Given the product [N+:23]([C:18]1[CH:19]=[CH:20][CH:21]=[CH:22][C:17]=1[NH:1][CH2:2][C@H:3]1[CH2:8][CH2:7][CH2:6][N:5]([C:9]([O:11][C:12]([CH3:15])([CH3:14])[CH3:13])=[O:10])[CH2:4]1)([O-:25])=[O:24], predict the reactants needed to synthesize it. The reactants are: [NH2:1][CH2:2][C@H:3]1[CH2:8][CH2:7][CH2:6][N:5]([C:9]([O:11][C:12]([CH3:15])([CH3:14])[CH3:13])=[O:10])[CH2:4]1.F[C:17]1[CH:22]=[CH:21][CH:20]=[CH:19][C:18]=1[N+:23]([O-:25])=[O:24].C([O-])([O-])=O.[K+].[K+].